Dataset: Catalyst prediction with 721,799 reactions and 888 catalyst types from USPTO. Task: Predict which catalyst facilitates the given reaction. (1) Reactant: [OH:1][CH2:2][CH:3]1[NH:8][CH2:7][CH2:6][N:5]([C:9]([O:11][C:12]([CH3:15])([CH3:14])[CH3:13])=[O:10])[CH2:4]1.[Cl:16][C:17]1[CH:18]=[C:19]([N:23]=[C:24]=[O:25])[CH:20]=[CH:21][CH:22]=1. Product: [Cl:16][C:17]1[CH:18]=[C:19]([NH:23][C:24]([N:8]2[CH2:7][CH2:6][N:5]([C:9]([O:11][C:12]([CH3:15])([CH3:14])[CH3:13])=[O:10])[CH2:4][CH:3]2[CH2:2][OH:1])=[O:25])[CH:20]=[CH:21][CH:22]=1. The catalyst class is: 7. (2) Reactant: [N+:1]([C:4]1[C:12]2[N:11]=[C:10]([CH2:13][OH:14])[NH:9][C:8]=2[CH:7]=[CH:6][CH:5]=1)([O-])=O. Product: [NH2:1][C:4]1[C:12]2[N:11]=[C:10]([CH2:13][OH:14])[NH:9][C:8]=2[CH:7]=[CH:6][CH:5]=1. The catalyst class is: 19. (3) Reactant: [C:1](#[N:10])[C:2]1[C:3](=[CH:6][CH:7]=[CH:8][CH:9]=1)[C:4]#[N:5].[CH3:11][C:12]1[CH:18]=[C:17]([CH3:19])[CH:16]=[C:15]([CH3:20])[C:13]=1[NH2:14].[Fe:21](Cl)Cl. Product: [C:12]1([CH3:11])[CH:18]=[C:17]([CH3:19])[CH:16]=[C:15]([CH3:20])[C:13]=1[N:5]=[C:4]1[C:3]2[C:2](=[CH:9][CH:8]=[CH:7][CH:6]=2)[C:1](=[N:14][C:13]2[C:15]([CH3:20])=[CH:16][C:17]([CH3:19])=[CH:18][C:12]=2[CH3:11])[NH:10]1.[Fe+2:21]. The catalyst class is: 8.